This data is from Forward reaction prediction with 1.9M reactions from USPTO patents (1976-2016). The task is: Predict the product of the given reaction. (1) Given the reactants [CH3:1][C:2]1[CH:7]=[CH:6][CH:5]=[CH:4][C:3]=1[B:8]([OH:10])[OH:9].[Br:11]N1C(=O)CCC1=O.N(C(C)(C)C#N)=NC(C)(C)C#N, predict the reaction product. The product is: [Br:11][CH2:1][C:2]1[CH:7]=[CH:6][CH:5]=[CH:4][C:3]=1[B:8]([OH:10])[OH:9]. (2) Given the reactants [NH2:1][C:2]1[S:3][C:4]2[C:9]([NH:10][C@H:11]([CH2:14][CH:15]([CH3:17])[CH3:16])[CH2:12][OH:13])=[N:8][C:7]([SH:18])=[N:6][C:5]=2[N:19]=1.Cl[CH:21]([C:23]1[CH:24]=[C:25]([CH:29]=[CH:30][CH:31]=1)[C:26]([NH2:28])=[O:27])[CH3:22], predict the reaction product. The product is: [NH2:1][C:2]1[S:3][C:4]2[C:9]([NH:10][C@@H:11]([CH2:12][OH:13])[CH2:14][CH:15]([CH3:16])[CH3:17])=[N:8][C:7]([S:18][C@@H:21]([C:23]3[CH:24]=[C:25]([CH:29]=[CH:30][CH:31]=3)[C:26]([NH2:28])=[O:27])[CH3:22])=[N:6][C:5]=2[N:19]=1.